From a dataset of Forward reaction prediction with 1.9M reactions from USPTO patents (1976-2016). Predict the product of the given reaction. (1) Given the reactants C[O:2][C:3](=[O:32])[C:4]1[CH:9]=[C:8]([S:10](=[O:30])(=[O:29])[NH:11][CH2:12][CH2:13][C:14]2[N:15]=[C:16]([C:19]3[CH:24]=[CH:23][C:22]([C:25]([CH3:28])([CH3:27])[CH3:26])=[CH:21][CH:20]=3)[O:17][CH:18]=2)[CH:7]=[CH:6][C:5]=1[CH3:31].[OH-].[Na+], predict the reaction product. The product is: [C:25]([C:22]1[CH:21]=[CH:20][C:19]([C:16]2[O:17][CH:18]=[C:14]([CH2:13][CH2:12][NH:11][S:10]([C:8]3[CH:7]=[CH:6][C:5]([CH3:31])=[C:4]([CH:9]=3)[C:3]([OH:32])=[O:2])(=[O:30])=[O:29])[N:15]=2)=[CH:24][CH:23]=1)([CH3:28])([CH3:27])[CH3:26]. (2) Given the reactants [C:1]([O:9][C@H:10]1[CH2:30][CH2:29][C@@:28]2([CH3:31])[CH:12]([CH2:13][CH2:14][C:15]3[C:16]4[C@:24]([CH3:32])([CH2:25][CH2:26][C:27]=32)[C@@H:19]([C@H:20]([CH3:23])[CH2:21][OH:22])[CH2:18][CH:17]=4)[C:11]1([CH3:34])[CH3:33])(=[O:8])[C:2]1[CH:7]=[CH:6][CH:5]=[CH:4][CH:3]=1.C([O-])(=O)CC(CC([O-])=O)(C([O-])=O)O, predict the reaction product. The product is: [C:1]([O:9][C@H:10]1[CH2:30][CH2:29][C@@:28]2([CH3:31])[CH:12]([CH2:13][CH2:14][C:15]3[C:16]4[C@:24]([CH3:32])([CH2:25][CH2:26][C:27]=32)[C@@H:19]([C@H:20]([CH3:23])[CH:21]=[O:22])[CH2:18][CH:17]=4)[C:11]1([CH3:33])[CH3:34])(=[O:8])[C:2]1[CH:7]=[CH:6][CH:5]=[CH:4][CH:3]=1. (3) Given the reactants Cl.[NH2:2][CH:3]1[CH2:7][CH2:6][N:5]([C:8]2[N:9]=[C:10]([NH:17][C:18]3[CH:23]=[CH:22][C:21]([O:24][CH3:25])=[C:20]([O:26][CH3:27])[CH:19]=3)[C:11]3[N:16]=[CH:15][S:14][C:12]=3[N:13]=2)[CH2:4]1.[NH2:28][C:29]1[CH:37]=[CH:36][C:32]([C:33](O)=[O:34])=[CH:31][N:30]=1.CCN=C=NCCCN(C)C.CN1C=CN=C1, predict the reaction product. The product is: [NH2:28][C:29]1[CH:37]=[CH:36][C:32]([C:33]([NH:2][CH:3]2[CH2:7][CH2:6][N:5]([C:8]3[N:9]=[C:10]([NH:17][C:18]4[CH:23]=[CH:22][C:21]([O:24][CH3:25])=[C:20]([O:26][CH3:27])[CH:19]=4)[C:11]4[N:16]=[CH:15][S:14][C:12]=4[N:13]=3)[CH2:4]2)=[O:34])=[CH:31][N:30]=1. (4) Given the reactants Cl.C[O:3][C:4](=[O:18])[C@H:5]([CH2:14][CH2:15][CH2:16][CH3:17])[NH:6][CH2:7][C:8]1[CH:13]=[CH:12][CH:11]=[CH:10][CH:9]=1.[C:19](Cl)(=[O:23])[CH:20]([CH3:22])[CH3:21], predict the reaction product. The product is: [CH2:7]([N:6]([C:19](=[O:23])[CH:20]([CH3:22])[CH3:21])[CH:5]([CH2:14][CH2:15][CH2:16][CH3:17])[C:4]([OH:3])=[O:18])[C:8]1[CH:13]=[CH:12][CH:11]=[CH:10][CH:9]=1. (5) Given the reactants O1CCCC1.[Cl:6][C:7]1[CH:12]=[CH:11][C:10]([NH:13][C:14](=[O:20])[O:15][C:16]([CH3:19])([CH3:18])[CH3:17])=[C:9]([C:21]2[N:22]=[C:23]3[CH2:30][CH2:29][CH:28]([CH3:31])[N:24]3[C:25](=[O:27])[CH:26]=2)[CH:8]=1.[OH-:32].[Na+].S([O-])(O)(=O)=O.[K+].[OH2:40], predict the reaction product. The product is: [C:16]([O:15][C:14]([NH:13][C:10]1[CH:11]=[CH:12][C:7]([Cl:6])=[CH:8][C:9]=1[C:21]1[N:22]=[C:23]2[CH2:30][CH2:29][CH:28]([C:31]([OH:40])=[O:32])[N:24]2[C:25](=[O:27])[CH:26]=1)=[O:20])([CH3:19])([CH3:18])[CH3:17]. (6) Given the reactants [CH3:1][C:2]1[C:6]2[C:7](=[O:18])[N:8]([CH2:11][CH2:12][N:13]3[CH2:17][CH2:16][CH2:15][CH2:14]3)[CH2:9][CH2:10][C:5]=2[NH:4][C:3]=1[CH:19]=O.[CH3:21][O:22][C:23]1[CH:24]=[C:25]2[C:29](=[CH:30][CH:31]=1)[NH:28][C:27](=[O:32])[CH2:26]2, predict the reaction product. The product is: [CH3:21][O:22][C:23]1[CH:24]=[C:25]2[C:29](=[CH:30][CH:31]=1)[NH:28][C:27](=[O:32])[C:26]2=[CH:19][C:3]1[NH:4][C:5]2[CH2:10][CH2:9][N:8]([CH2:11][CH2:12][N:13]3[CH2:14][CH2:15][CH2:16][CH2:17]3)[C:7](=[O:18])[C:6]=2[C:2]=1[CH3:1]. (7) Given the reactants Cl.[CH:2]([C:5]1[CH:6]=[C:7]([C@@H:11]([NH2:13])[CH3:12])[CH:8]=[CH:9][CH:10]=1)([CH3:4])[CH3:3].[Cl:14][C:15]1[CH:35]=[CH:34][C:33]([O:36][C@@H:37]([CH:42]([CH3:44])[CH3:43])[C:38]([O:40][CH3:41])=[O:39])=[CH:32][C:16]=1[CH2:17][N:18]1[C:26]2[C:21](=[CH:22][C:23]([C:27](O)=[O:28])=[CH:24][CH:25]=2)[C:20]([CH3:30])=[C:19]1[CH3:31], predict the reaction product. The product is: [Cl:14][C:15]1[CH:35]=[CH:34][C:33]([O:36][C@@H:37]([CH:42]([CH3:44])[CH3:43])[C:38]([O:40][CH3:41])=[O:39])=[CH:32][C:16]=1[CH2:17][N:18]1[C:26]2[C:21](=[CH:22][C:23]([C:27](=[O:28])[NH:13][C@H:11]([C:7]3[CH:8]=[CH:9][CH:10]=[C:5]([CH:2]([CH3:4])[CH3:3])[CH:6]=3)[CH3:12])=[CH:24][CH:25]=2)[C:20]([CH3:30])=[C:19]1[CH3:31]. (8) Given the reactants [CH2:1]([S:8][C:9]1[CH:14]=[C:13]([Cl:15])[CH:12]=[CH:11][C:10]=1[N+:16]([O-])=O)[C:2]1[CH:7]=[CH:6][CH:5]=[CH:4]C=1.[NH4+].[Cl-], predict the reaction product. The product is: [Cl:15][C:13]1[CH:12]=[CH:11][C:10]([NH2:16])=[C:9]([S:8][C:1]2[CH:2]=[CH:7][CH:6]=[CH:5][CH:4]=2)[CH:14]=1. (9) Given the reactants [NH:1]1[C:9]2[C:4](=[CH:5][C:6]([NH:10][C:11]3[C:12]4[CH:19]=[C:18]([C:20]([O:22]CC)=[O:21])[NH:17][C:13]=4[N:14]=[CH:15][N:16]=3)=[CH:7][CH:8]=2)[CH:3]=[N:2]1.[OH-].[Na+], predict the reaction product. The product is: [NH:1]1[C:9]2[C:4](=[CH:5][C:6]([NH:10][C:11]3[C:12]4[CH:19]=[C:18]([C:20]([OH:22])=[O:21])[NH:17][C:13]=4[N:14]=[CH:15][N:16]=3)=[CH:7][CH:8]=2)[CH:3]=[N:2]1. (10) The product is: [C:1]1([CH2:7][CH2:8][CH2:9][CH:10]([CH2:13][CH2:14][CH3:15])[CH2:11][OH:12])[CH:6]=[CH:5][CH:4]=[CH:3][CH:2]=1. Given the reactants [C:1]1([CH:7]=[CH:8][CH:9]=[C:10]([CH2:13][CH2:14][CH3:15])[CH:11]=[O:12])[CH:6]=[CH:5][CH:4]=[CH:3][CH:2]=1.[H][H], predict the reaction product.